From a dataset of Peptide-MHC class I binding affinity with 185,985 pairs from IEDB/IMGT. Regression. Given a peptide amino acid sequence and an MHC pseudo amino acid sequence, predict their binding affinity value. This is MHC class I binding data. (1) The peptide sequence is MTLWYMWQV. The MHC is HLA-A02:17 with pseudo-sequence HLA-A02:17. The binding affinity (normalized) is 0.694. (2) The peptide sequence is IVQLPKRGV. The MHC is HLA-A02:03 with pseudo-sequence HLA-A02:03. The binding affinity (normalized) is 0.161. (3) The peptide sequence is IFINKLNGA. The MHC is HLA-A02:01 with pseudo-sequence HLA-A02:01. The binding affinity (normalized) is 0.252. (4) The peptide sequence is LTSVDIETA. The MHC is HLA-A02:02 with pseudo-sequence HLA-A02:02. The binding affinity (normalized) is 0.214.